Dataset: Forward reaction prediction with 1.9M reactions from USPTO patents (1976-2016). Task: Predict the product of the given reaction. Given the reactants [CH3:1][C:2]([C:6]1[CH:7]=[C:8]([C:13]2[CH:18]=[CH:17][C:16]([F:19])=[C:15]([CH:20]=O)[CH:14]=2)[CH:9]=[CH:10][C:11]=1[OH:12])([CH3:5])[CH2:3][CH3:4].[S:22]1[CH2:28][C:26](=[O:27])[NH:25][C:23]1=S.[NH:29]1[CH2:34][CH2:33][O:32][CH2:31][CH2:30]1, predict the reaction product. The product is: [CH3:5][C:2]([C:6]1[CH:7]=[C:8]([C:13]2[CH:18]=[CH:17][C:16]([F:19])=[C:15]([CH:20]=[C:28]3[S:22][C:23]([N:29]4[CH2:34][CH2:33][O:32][CH2:31][CH2:30]4)=[N:25][C:26]3=[O:27])[CH:14]=2)[CH:9]=[CH:10][C:11]=1[OH:12])([CH3:1])[CH2:3][CH3:4].